Dataset: Forward reaction prediction with 1.9M reactions from USPTO patents (1976-2016). Task: Predict the product of the given reaction. (1) Given the reactants Br[C:2]1[CH:3]=[C:4]([C:8]2[N:13]=[C:12]([C:14]3[CH:19]=[CH:18][C:17]([C:20]([F:23])([F:22])[F:21])=[C:16]([O:24][CH2:25][C:26]([F:29])([F:28])[F:27])[CH:15]=3)[CH:11]=[C:10]([C:30]([F:33])([F:32])[F:31])[N:9]=2)[CH:5]=[CH:6][CH:7]=1.[NH2:34][C:35]1[CH:40]=[CH:39][C:38](B2OC(C)(C)C(C)(C)O2)=[CH:37][N:36]=1, predict the reaction product. The product is: [F:27][C:26]([F:29])([F:28])[CH2:25][O:24][C:16]1[CH:15]=[C:14]([C:12]2[CH:11]=[C:10]([C:30]([F:33])([F:32])[F:31])[N:9]=[C:8]([C:4]3[CH:3]=[C:2]([C:38]4[CH:39]=[CH:40][C:35]([NH2:34])=[N:36][CH:37]=4)[CH:7]=[CH:6][CH:5]=3)[N:13]=2)[CH:19]=[CH:18][C:17]=1[C:20]([F:23])([F:22])[F:21]. (2) Given the reactants [CH3:1][C:2]1[N:7]=[CH:6][C:5]([CH2:8][O:9][C:10]2[CH:15]=[CH:14][N:13]([C:16]3[CH:21]=[CH:20][C:19]4[C:22]5[CH2:27][CH2:26][N:25](C(OC(C)(C)C)=O)[CH2:24][C:23]=5[S:35][C:18]=4[CH:17]=3)[C:12](=[O:36])[CH:11]=2)=[CH:4][CH:3]=1.[ClH:37], predict the reaction product. The product is: [ClH:37].[CH3:1][C:2]1[N:7]=[CH:6][C:5]([CH2:8][O:9][C:10]2[CH:15]=[CH:14][N:13]([C:16]3[CH:21]=[CH:20][C:19]4[C:22]5[CH2:27][CH2:26][NH:25][CH2:24][C:23]=5[S:35][C:18]=4[CH:17]=3)[C:12](=[O:36])[CH:11]=2)=[CH:4][CH:3]=1. (3) Given the reactants C[O:2][C:3](=[O:20])[C:4]1[CH:9]=[C:8]([C:10]2[N:11]=[N:12][NH:13][N:14]=2)[N:7]=[C:6]([NH:15][C@H:16]([CH2:18][CH3:19])[CH3:17])[CH:5]=1.[OH-].[Na+].Cl, predict the reaction product. The product is: [C@@H:16]([NH:15][C:6]1[CH:5]=[C:4]([CH:9]=[C:8]([C:10]2[N:11]=[N:12][NH:13][N:14]=2)[N:7]=1)[C:3]([OH:20])=[O:2])([CH2:18][CH3:19])[CH3:17]. (4) Given the reactants Cl[C:2]1[N:7]=[C:6]([CH3:8])[N:5]=[C:4]([NH:9][C:10]2[S:11][C:12]([C:15]([NH:17][C:18]3[C:23]([CH3:24])=[CH:22][CH:21]=[CH:20][C:19]=3[Cl:25])=[O:16])=[CH:13][N:14]=2)[CH:3]=1.[CH2:26]([O:28][C:29]([CH2:31][N:32]1[CH2:37][CH2:36][NH:35][CH2:34][CH2:33]1)=[O:30])[CH3:27], predict the reaction product. The product is: [Cl:25][C:19]1[CH:20]=[CH:21][CH:22]=[C:23]([CH3:24])[C:18]=1[NH:17][C:15]([C:12]1[S:11][C:10]([NH:9][C:4]2[N:5]=[C:6]([CH3:8])[N:7]=[C:2]([N:35]3[CH2:34][CH2:33][N:32]([CH2:31][C:29]([O:28][CH2:26][CH3:27])=[O:30])[CH2:37][CH2:36]3)[CH:3]=2)=[N:14][CH:13]=1)=[O:16]. (5) Given the reactants C[Si]([N-][Si](C)(C)C)(C)C.[Li+].[Cl:11][C:12]1[CH:13]=[C:14]([C@H:18]2[CH2:23][CH2:22][C:21](=[O:24])[N:20]([C@@H:25]([CH:33]3[CH2:35][CH2:34]3)[C:26]([O:28][C:29]([CH3:32])([CH3:31])[CH3:30])=[O:27])[C@@H:19]2[C:36]2[CH:41]=[CH:40][C:39]([Cl:42])=[CH:38][CH:37]=2)[CH:15]=[CH:16][CH:17]=1.[CH2:43](Br)[CH:44]=[CH2:45], predict the reaction product. The product is: [CH2:45]([C@H:22]1[CH2:23][C@H:18]([C:14]2[CH:15]=[CH:16][CH:17]=[C:12]([Cl:11])[CH:13]=2)[C@@H:19]([C:36]2[CH:37]=[CH:38][C:39]([Cl:42])=[CH:40][CH:41]=2)[N:20]([C@@H:25]([CH:33]2[CH2:35][CH2:34]2)[C:26]([O:28][C:29]([CH3:31])([CH3:32])[CH3:30])=[O:27])[C:21]1=[O:24])[CH:44]=[CH2:43].